From a dataset of Reaction yield outcomes from USPTO patents with 853,638 reactions. Predict the reaction yield, written as a fraction of the theoretical maximum amount of product (1.0 means a 100% yield; for example, 0.34 means a 34% yield). (1) The reactants are C(OC(=O)[NH:7][C@H:8]([C:15](=[O:34])[N:16]([C:26]1[CH:31]=[CH:30][C:29]([CH3:32])=[C:28]([CH3:33])[CH:27]=1)[CH2:17][CH2:18][C:19]1[CH:24]=[CH:23][C:22]([CH3:25])=[CH:21][N:20]=1)[C:9]1[CH:14]=[CH:13][CH:12]=[CH:11][CH:10]=1)(C)(C)C.[ClH:36]. The catalyst is O1CCOCC1. The product is [ClH:36].[ClH:36].[NH2:7][C@@H:8]([C:9]1[CH:14]=[CH:13][CH:12]=[CH:11][CH:10]=1)[C:15]([N:16]([C:26]1[CH:31]=[CH:30][C:29]([CH3:32])=[C:28]([CH3:33])[CH:27]=1)[CH2:17][CH2:18][C:19]1[CH:24]=[CH:23][C:22]([CH3:25])=[CH:21][N:20]=1)=[O:34]. The yield is 0.940. (2) The reactants are [CH2:1]([O:3][C:4]([C:6]1[CH:7]=[N:8][N:9]2[C:14]([C:15]3[CH:20]=[CH:19][CH:18]=[C:17]([NH2:21])[CH:16]=3)=[CH:13][CH:12]=[N:11][C:10]=12)=[O:5])[CH3:2].N1C=CC=CC=1.[F:28][C:29]([F:40])([F:39])[C:30]1[CH:31]=[C:32]([CH:36]=[CH:37][CH:38]=1)[C:33](Cl)=[O:34]. The catalyst is C(Cl)Cl. The product is [CH2:1]([O:3][C:4]([C:6]1[CH:7]=[N:8][N:9]2[C:14]([C:15]3[CH:20]=[CH:19][CH:18]=[C:17]([NH:21][C:33](=[O:34])[C:32]4[CH:36]=[CH:37][CH:38]=[C:30]([C:29]([F:28])([F:39])[F:40])[CH:31]=4)[CH:16]=3)=[CH:13][CH:12]=[N:11][C:10]=12)=[O:5])[CH3:2]. The yield is 0.454. (3) The reactants are [OH:1][C:2]([CH3:41])([CH3:40])[CH2:3][O:4][C@H:5]1[CH2:10][CH2:9][C@H:8]([N:11]2[C:16](=[O:17])[C:15]([CH2:18][C:19]3[CH:24]=[CH:23][C:22]([C:25]4[C:26]([C:31]#[N:32])=[CH:27][CH:28]=[CH:29][CH:30]=4)=[CH:21][CH:20]=3)=[C:14]([CH2:33][CH2:34][CH3:35])[N:13]3[N:36]=[C:37]([CH3:39])[N:38]=[C:12]23)[CH2:7][CH2:6]1.C([Sn](=O)CCCC)CCC.[N:52]([Si](C)(C)C)=[N+:53]=[N-:54].[F-].C([N+](CCCC)(CCCC)CCCC)CCC. The catalyst is C(OCC)(=O)C.O1CCCC1.C1(C)C=CC=CC=1. The product is [OH:1][C:2]([CH3:40])([CH3:41])[CH2:3][O:4][C@H:5]1[CH2:10][CH2:9][C@H:8]([N:11]2[C:16](=[O:17])[C:15]([CH2:18][C:19]3[CH:24]=[CH:23][C:22]([C:25]4[CH:30]=[CH:29][CH:28]=[CH:27][C:26]=4[C:31]4[NH:54][N:53]=[N:52][N:32]=4)=[CH:21][CH:20]=3)=[C:14]([CH2:33][CH2:34][CH3:35])[N:13]3[N:36]=[C:37]([CH3:39])[N:38]=[C:12]23)[CH2:7][CH2:6]1. The yield is 0.450. (4) The reactants are B(Cl)(Cl)Cl.C([O:12][N:13]1[C:19](=[O:20])[N:18]2[CH2:21][C@H:14]1[CH2:15][CH2:16][C@H:17]2[C:22]1[S:26][N:25]=[CH:24][N:23]=1)C1C=CC=CC=1.CO. The catalyst is C(Cl)Cl. The product is [OH:12][N:13]1[C:19](=[O:20])[N:18]2[CH2:21][C@H:14]1[CH2:15][CH2:16][C@H:17]2[C:22]1[S:26][N:25]=[CH:24][N:23]=1. The yield is 0.800.